This data is from Reaction yield outcomes from USPTO patents with 853,638 reactions. The task is: Predict the reaction yield, written as a fraction of the theoretical maximum amount of product (1.0 means a 100% yield; for example, 0.34 means a 34% yield). (1) The reactants are Cl.Cl[C:3]1[CH:8]=[CH:7][N:6]=[CH:5][CH:4]=1.[F:9][C:10]1[CH:15]=[C:14]([N+:16]([O-:18])=[O:17])[CH:13]=[CH:12][C:11]=1[OH:19].C(=O)([O-])[O-].[K+].[K+]. The catalyst is C1(OC2C=CC=CC=2)C=CC=CC=1.CCOCC. The product is [F:9][C:10]1[CH:15]=[C:14]([N+:16]([O-:18])=[O:17])[CH:13]=[CH:12][C:11]=1[O:19][C:3]1[CH:8]=[CH:7][N:6]=[CH:5][CH:4]=1. The yield is 0.350. (2) The reactants are [CH2:1]([O:3][CH:4]([O:7][CH2:8][CH3:9])[CH2:5][OH:6])[CH3:2].C(=O)([O-])[O-].[Cs+].[Cs+].CN(C=O)C.[Br:21][C:22]1[CH:23]=[N:24][C:25](Cl)=[N:26][CH:27]=1. The catalyst is O. The product is [Br:21][C:22]1[CH:23]=[N:24][C:25]([O:6][CH2:5][CH:4]([O:7][CH2:8][CH3:9])[O:3][CH2:1][CH3:2])=[N:26][CH:27]=1. The yield is 0.940. (3) The reactants are [CH2:1]([C:8]1[C:17]2[C:12](=[CH:13][CH:14]=[CH:15][CH:16]=2)[C:11]([N:18]2[CH2:23][CH2:22][N:21]([C:24]3[CH:29]=[N:28][C:27]([C:30]([CH3:32])=[CH2:31])=[CH:26][N:25]=3)[CH2:20][CH2:19]2)=[N:10][N:9]=1)[C:2]1[CH:7]=[CH:6][CH:5]=[CH:4][CH:3]=1.[H][H]. The catalyst is CO.[OH-].[Pd+2].[OH-]. The product is [CH2:1]([C:8]1[C:17]2[C:12](=[CH:13][CH:14]=[CH:15][CH:16]=2)[C:11]([N:18]2[CH2:19][CH2:20][N:21]([C:24]3[CH:29]=[N:28][C:27]([CH:30]([CH3:32])[CH3:31])=[CH:26][N:25]=3)[CH2:22][CH2:23]2)=[N:10][N:9]=1)[C:2]1[CH:3]=[CH:4][CH:5]=[CH:6][CH:7]=1. The yield is 0.350. (4) No catalyst specified. The product is [Cl:8][C:6]1[CH:5]=[CH:4][C:3]2[NH:9][C:10]3[CH:18]=[CH:17][CH:16]=[CH:15][C:11]=3[C:12](=[O:13])[NH:1][C:2]=2[CH:7]=1. The reactants are [NH2:1][C:2]1[CH:7]=[C:6]([Cl:8])[CH:5]=[CH:4][C:3]=1[NH:9][C:10]1[CH:18]=[CH:17][CH:16]=[CH:15][C:11]=1[C:12](O)=[O:13].C1(OC2C=CC=CC=2)C=CC=CC=1. The yield is 0.760.